Task: Binary Classification. Given a T-cell receptor sequence (or CDR3 region) and an epitope sequence, predict whether binding occurs between them.. Dataset: TCR-epitope binding with 47,182 pairs between 192 epitopes and 23,139 TCRs (1) The epitope is SQASSRSSSR. The TCR CDR3 sequence is CASSFFPGELFF. Result: 1 (the TCR binds to the epitope). (2) Result: 1 (the TCR binds to the epitope). The epitope is PROT_97E67BCC. The TCR CDR3 sequence is CASRRLAGASYNEQFF.